Dataset: Catalyst prediction with 721,799 reactions and 888 catalyst types from USPTO. Task: Predict which catalyst facilitates the given reaction. Reactant: [C:1]([C:4]1[S:5][C:6]([Cl:9])=[CH:7][CH:8]=1)(=O)[CH3:2].CO[C:12](OC)([N:14](C)C)[CH3:13].O.[NH2:20]N. Product: [Cl:9][C:6]1[S:5][C:4]([C:1]2[CH:2]=[C:12]([CH3:13])[NH:14][N:20]=2)=[CH:8][CH:7]=1. The catalyst class is: 80.